From a dataset of hERG potassium channel inhibition data for cardiac toxicity prediction from Karim et al.. Regression/Classification. Given a drug SMILES string, predict its toxicity properties. Task type varies by dataset: regression for continuous values (e.g., LD50, hERG inhibition percentage) or binary classification for toxic/non-toxic outcomes (e.g., AMES mutagenicity, cardiotoxicity, hepatotoxicity). Dataset: herg_karim. (1) The molecule is C[C@@H]1CCCN1CCc1ccc(-c2ccc(S(=O)(=O)N3CCC(O)C3)cc2)cc1. The result is 1 (blocker). (2) The molecule is Cc1cc(-c2ccc3c(c2)CCN(CCCSc2nnc(C4CCC(C)CC4)n2C)CC3)no1. The result is 1 (blocker). (3) The result is 1 (blocker). The drug is CCCCN(CC)CC#CC#Cc1ccc(Cl)cc1. (4) The compound is CCOC(=O)C1CCC(N2CC(NC(=O)CNc3nn(C4CCCC4)c4ccc(C(F)(F)F)cc34)C2)CC1. The result is 1 (blocker). (5) The drug is COc1ccc2c(=O)n(C[C@H](O)CO)c(C#N)c(-c3ccccc3)c2c1. The result is 0 (non-blocker). (6) The compound is CN1CCN(Cc2ccc3c(c2)Cc2c-3n[nH]c2-c2csc(C#CCNC(=O)Nc3ccccc3)c2)CC1. The result is 1 (blocker). (7) The compound is c1cc(-c2cnc3c(c2)C[C@@]2(CN4CCC2CC4)O3)co1. The result is 1 (blocker). (8) The compound is Cn1cnc(C(=O)N(Cc2cccc(OC(F)(F)F)c2)C[C@@H]2[C@H]3CN(CC4CCCC4)C[C@H]32)c1. The result is 1 (blocker).